This data is from Catalyst prediction with 721,799 reactions and 888 catalyst types from USPTO. The task is: Predict which catalyst facilitates the given reaction. (1) Reactant: [H-].[Na+].[CH:3]1([C:9]([NH:11][C:12]2[CH:17]=[CH:16][C:15]([N+:18]([O-:20])=[O:19])=[C:14]([F:21])[CH:13]=2)=[O:10])[CH2:8][CH2:7][CH2:6][CH2:5][CH2:4]1.[CH3:22]I. Product: [CH:3]1([C:9]([N:11]([C:12]2[CH:17]=[CH:16][C:15]([N+:18]([O-:20])=[O:19])=[C:14]([F:21])[CH:13]=2)[CH3:22])=[O:10])[CH2:4][CH2:5][CH2:6][CH2:7][CH2:8]1. The catalyst class is: 3. (2) Reactant: N1C=CC=CC=1.Cl.CN(C)CCCN=C=NCC.[Cl:19][C:20]1[CH:21]=[C:22]([CH:24]=[CH:25][C:26]=1[F:27])[NH2:23].[CH3:28][N:29]1[C:34](=[O:35])[CH:33]=[C:32]([N:36]2[CH2:41][CH2:40][O:39][CH2:38][CH2:37]2)[N:31]=[C:30]1[CH2:42][C:43]([O-])=[O:44].[Na+]. Product: [Cl:19][C:20]1[CH:21]=[C:22]([NH:23][C:43](=[O:44])[CH2:42][C:30]2[N:29]([CH3:28])[C:34](=[O:35])[CH:33]=[C:32]([N:36]3[CH2:41][CH2:40][O:39][CH2:38][CH2:37]3)[N:31]=2)[CH:24]=[CH:25][C:26]=1[F:27]. The catalyst class is: 9.